This data is from Forward reaction prediction with 1.9M reactions from USPTO patents (1976-2016). The task is: Predict the product of the given reaction. (1) Given the reactants C1(S(O[CH:11]2[CH2:16][CH2:15][N:14]([C:17]([O:19][C:20]([CH3:23])([CH3:22])[CH3:21])=[O:18])[CH2:13][CH2:12]2)(=O)=O)C=CC=CC=1.[C:24]([O:32][CH2:33][CH3:34])(=[O:31])[CH2:25][C:26]([O:28][CH2:29][CH3:30])=[O:27].CC[O-].[Na+].CCO, predict the reaction product. The product is: [C:20]([O:19][C:17]([N:14]1[CH2:13][CH2:12][CH:11]([CH:25]([C:26]([O:28][CH2:29][CH3:30])=[O:27])[C:24]([O:32][CH2:33][CH3:34])=[O:31])[CH2:16][CH2:15]1)=[O:18])([CH3:21])([CH3:22])[CH3:23]. (2) Given the reactants C1(CN2C3C=CC(CSC(C)C)=CC=3N=C2CC(C)(C)C)CC1.[CH:24]1([CH2:27][N:28]2[C:32]3[CH:33]=[CH:34][C:35]([CH2:37][S:38]([CH:41]([CH3:43])[CH3:42])(=[O:40])=[O:39])=[CH:36][C:31]=3[N:30]=[C:29]2[CH2:44][C:45]([CH3:48])([CH3:47])[CH3:46])[CH2:26][CH2:25]1.[ClH:49], predict the reaction product. The product is: [ClH:49].[CH:24]1([CH2:27][N:28]2[C:32]3[CH:33]=[CH:34][C:35]([CH2:37][S:38]([CH:41]([CH3:42])[CH3:43])(=[O:39])=[O:40])=[CH:36][C:31]=3[N:30]=[C:29]2[CH2:44][C:45]([CH3:47])([CH3:46])[CH3:48])[CH2:26][CH2:25]1. (3) Given the reactants Br[C:2]1[C:3]([C:27]([CH3:30])([CH3:29])[CH3:28])=[N:4][N:5]2[C:10]([C:11]3[CH:16]=[CH:15][C:14]([CH3:17])=[CH:13][CH:12]=3)=[C:9]([CH:18]([CH2:23][CH2:24][CH3:25])[C:19]([O:21][CH3:22])=[O:20])[C:8]([CH3:26])=[N:7][C:6]=12.[C:31](=O)([O-])[O-].[K+].[K+].CB1OB(C)OB(C)O1.ClCCl, predict the reaction product. The product is: [C:27]([C:3]1[C:2]([CH3:31])=[C:6]2[N:7]=[C:8]([CH3:26])[C:9]([CH:18]([CH2:23][CH2:24][CH3:25])[C:19]([O:21][CH3:22])=[O:20])=[C:10]([C:11]3[CH:12]=[CH:13][C:14]([CH3:17])=[CH:15][CH:16]=3)[N:5]2[N:4]=1)([CH3:29])([CH3:30])[CH3:28]. (4) Given the reactants [CH2:1]([O:8][C:9]1[C:10]([NH:15][C:16]2[S:17][CH:18]=[C:19]([CH2:21][CH2:22][C:23]([O:25]C)=[O:24])[N:20]=2)=[N:11][CH:12]=[CH:13][CH:14]=1)[C:2]1[CH:7]=[CH:6][CH:5]=[CH:4][CH:3]=1.O.[OH-].[Li+], predict the reaction product. The product is: [CH2:1]([O:8][C:9]1[C:10]([NH:15][C:16]2[S:17][CH:18]=[C:19]([CH2:21][CH2:22][C:23]([OH:25])=[O:24])[N:20]=2)=[N:11][CH:12]=[CH:13][CH:14]=1)[C:2]1[CH:3]=[CH:4][CH:5]=[CH:6][CH:7]=1. (5) Given the reactants C(OC(=O)[N:7]([CH2:16][CH2:17][CH2:18][C:19]1[N:20]([CH2:24][C@:25]([C:29]2[CH:34]=[CH:33][C:32]([F:35])=[C:31]([O:36][CH2:37][CH:38]3[CH2:40][CH2:39]3)[CH:30]=2)([OH:28])[CH2:26][CH3:27])[N:21]=[N:22][CH:23]=1)[CH:8]1[CH2:13][CH2:12][C:11](=[O:14])[NH:10][C:9]1=[O:15])(C)(C)C.Cl, predict the reaction product. The product is: [CH:38]1([CH2:37][O:36][C:31]2[CH:30]=[C:29]([C@@:25]([OH:28])([CH2:26][CH3:27])[CH2:24][N:20]3[C:19]([CH2:18][CH2:17][CH2:16][NH:7][CH:8]4[CH2:13][CH2:12][C:11](=[O:14])[NH:10][C:9]4=[O:15])=[CH:23][N:22]=[N:21]3)[CH:34]=[CH:33][C:32]=2[F:35])[CH2:39][CH2:40]1.